This data is from Experimentally validated miRNA-target interactions with 360,000+ pairs, plus equal number of negative samples. The task is: Binary Classification. Given a miRNA mature sequence and a target amino acid sequence, predict their likelihood of interaction. The miRNA is hsa-miR-3180 with sequence UGGGGCGGAGCUUCCGGAG. The protein sequence of the target gene is METDAPQPGLASPDSPHDPCKMFIGGLSWQTTQEGLREYFGQFGEVKECLVMRDPLTKRSRGFGFVTFMDQAGVDKVLAQSRHELDSKTIDPKVAFPRRAQPKMVTRTKKIFVGGLSVNTTVEDVKQYFEQFGKVDDAMLMFDKTTNRHRGFGFVTFESEDIVEKVCEIHFHEINNKMVECKKAQPKEVMSPTGSARGRSRVMPYGMDAFMLGIGMLGYPGFQATTYASRSYTGLAPGYTYQFPEFRVERTPLPSAPVLPELTAIPLTAYGPMAAAAAAAAVVRGTGSHPWTMAPPPGST.... Result: 1 (interaction).